From a dataset of CYP3A4 inhibition data for predicting drug metabolism from PubChem BioAssay. Regression/Classification. Given a drug SMILES string, predict its absorption, distribution, metabolism, or excretion properties. Task type varies by dataset: regression for continuous measurements (e.g., permeability, clearance, half-life) or binary classification for categorical outcomes (e.g., BBB penetration, CYP inhibition). Dataset: cyp3a4_veith. (1) The compound is O=C(Nc1ccc(Cl)cc1C(=O)c1ccccc1Cl)c1ccco1. The result is 0 (non-inhibitor). (2) The molecule is O=c1c(-c2ccccc2)nc2cnc(Oc3ccccc3)nc2n1C[C@H]1CCCO1. The result is 1 (inhibitor). (3) The result is 1 (inhibitor). The molecule is CC1=C(C(=O)Nc2ccccc2F)C(c2ccsc2)C2=C(CC(c3ccccc3)CC2=O)N1. (4) The compound is CC(C)(C)C1CCC2(CC1)CCN(CCCN1CCOCC1)CC2. The result is 0 (non-inhibitor). (5) The molecule is c1ccc(CCNc2nnnn2-c2ccccc2)cc1. The result is 0 (non-inhibitor).